From a dataset of Forward reaction prediction with 1.9M reactions from USPTO patents (1976-2016). Predict the product of the given reaction. (1) Given the reactants [F:1][C:2]([F:20])([F:19])[C:3]1[CH:8]=[CH:7][CH:6]=[CH:5][C:4]=1[C:9]1[N:14]=[CH:13][N:12]=[C:11]([C:15](=[N:17][OH:18])[NH2:16])[CH:10]=1.[C:21](N1C=CN=C1)(N1C=CN=C1)=[O:22].N12CCCN=C1CCCCC2.Cl, predict the reaction product. The product is: [F:20][C:2]([F:19])([F:1])[C:3]1[CH:8]=[CH:7][CH:6]=[CH:5][C:4]=1[C:9]1[N:14]=[CH:13][N:12]=[C:11]([C:15]2[NH:17][O:18][C:21](=[O:22])[N:16]=2)[CH:10]=1. (2) Given the reactants C([O:3][C:4]([C:6]1[CH:7]=[N:8][NH:9][CH:10]=1)=[O:5])C.[H-].[Na+].[C:13]([O:17][C:18]([N:20]1[CH2:25][CH2:24][CH:23](OS(C)(=O)=O)[CH2:22][CH2:21]1)=[O:19])([CH3:16])([CH3:15])[CH3:14].[OH-].[Na+], predict the reaction product. The product is: [C:13]([O:17][C:18]([N:20]1[CH2:25][CH2:24][CH:23]([N:9]2[CH:10]=[C:6]([C:4]([OH:3])=[O:5])[CH:7]=[N:8]2)[CH2:22][CH2:21]1)=[O:19])([CH3:16])([CH3:14])[CH3:15].